From a dataset of Peptide-MHC class II binding affinity with 134,281 pairs from IEDB. Regression. Given a peptide amino acid sequence and an MHC pseudo amino acid sequence, predict their binding affinity value. This is MHC class II binding data. The peptide sequence is FYNEKAFLLTTFDVS. The MHC is HLA-DPA10103-DPB10401 with pseudo-sequence HLA-DPA10103-DPB10401. The binding affinity (normalized) is 0.595.